This data is from Catalyst prediction with 721,799 reactions and 888 catalyst types from USPTO. The task is: Predict which catalyst facilitates the given reaction. (1) Reactant: [P:1]([Cl:14])(Cl)(=[O:12])[O:2][C:3]1[CH:8]=[CH:7][C:6]([N+:9]([O-:11])=[O:10])=[CH:5][CH:4]=1.[CH2:15]([OH:31])[CH2:16][CH2:17][CH2:18][CH2:19][CH2:20]CCCCCCCCCC.CN1C=CN=C1. Product: [P:1]([Cl:14])(=[O:12])([O:2][C:3]1[CH:4]=[CH:5][C:6]([N+:9]([O-:11])=[O:10])=[CH:7][CH:8]=1)[O:31][CH2:15][CH2:16][CH2:17][CH2:18][CH2:19][CH3:20]. The catalyst class is: 665. (2) Reactant: [Br:1][C:2]1[CH:3]=[CH:4][C:5]([O:16][CH2:17][C:18]2[CH:23]=[CH:22][C:21]([Cl:24])=[CH:20][CH:19]=2)=[C:6]([CH2:8][N:9]2[CH2:14][CH2:13][CH:12]([NH2:15])[CH2:11][CH2:10]2)[CH:7]=1.CCN(CC)CC.Cl[C:33]([O:35][CH3:36])=[O:34]. The catalyst class is: 2. Product: [Br:1][C:2]1[CH:3]=[CH:4][C:5]([O:16][CH2:17][C:18]2[CH:19]=[CH:20][C:21]([Cl:24])=[CH:22][CH:23]=2)=[C:6]([CH2:8][N:9]2[CH2:14][CH2:13][CH:12]([NH:15][C:33](=[O:34])[O:35][CH3:36])[CH2:11][CH2:10]2)[CH:7]=1.